Dataset: NCI-60 drug combinations with 297,098 pairs across 59 cell lines. Task: Regression. Given two drug SMILES strings and cell line genomic features, predict the synergy score measuring deviation from expected non-interaction effect. Drug 1: CC12CCC(CC1=CCC3C2CCC4(C3CC=C4C5=CN=CC=C5)C)O. Drug 2: C1CN1P(=S)(N2CC2)N3CC3. Cell line: SF-539. Synergy scores: CSS=13.2, Synergy_ZIP=-7.61, Synergy_Bliss=-7.98, Synergy_Loewe=-8.13, Synergy_HSA=-5.94.